Predict the reactants needed to synthesize the given product. From a dataset of Retrosynthesis with 50K atom-mapped reactions and 10 reaction types from USPTO. (1) Given the product CCc1nc2c(N)cccc2o1, predict the reactants needed to synthesize it. The reactants are: CCc1nc2c([N+](=O)[O-])cccc2o1. (2) Given the product O=C(c1ccc(-n2cncn2)c(F)c1)N(C1CC1)C1CCN(c2ncc(C(F)(F)F)cc2F)CC1, predict the reactants needed to synthesize it. The reactants are: Fc1cc(C(F)(F)F)cnc1N1CCC(NC2CC2)CC1.O=C(O)c1ccc(-n2cncn2)c(F)c1. (3) Given the product Nc1cccc(C2=NOC(c3c(Cl)cccc3Cl)C2)c1, predict the reactants needed to synthesize it. The reactants are: O=[N+]([O-])c1cccc(C2=NOC(c3c(Cl)cccc3Cl)C2)c1. (4) Given the product CC(C)(C)OC(=O)C1(CO)CC1, predict the reactants needed to synthesize it. The reactants are: CC(C)(C)OC(=O)C1(C(=O)O)CC1. (5) Given the product CCCCCCC/C=C/C(=O)N1CCN(c2ccc(Cl)cc2)CC1, predict the reactants needed to synthesize it. The reactants are: CCCCCCC/C=C/C(=O)O.Clc1ccc(N2CCNCC2)cc1. (6) Given the product Nc1nc2c(-c3ccc(F)c(F)c3)cccn2n1, predict the reactants needed to synthesize it. The reactants are: Nc1nc2c(Br)cccn2n1.OB(O)c1ccc(F)c(F)c1.